Dataset: Catalyst prediction with 721,799 reactions and 888 catalyst types from USPTO. Task: Predict which catalyst facilitates the given reaction. (1) Reactant: [Cl:1][C:2]1[CH:3]=[C:4]([CH:9]2[CH2:13][CH2:12][N:11]([C@H:14]3[CH2:18][CH2:17][N:16]([C:19]4[CH:24]=[C:23]([F:25])[CH:22]=[C:21]([F:26])[CH:20]=4)[C:15]3=[O:27])[CH2:10]2)[CH:5]=[C:6]([Cl:8])[CH:7]=1.[Cl:28][S:29](O)(=[O:31])=[O:30].O. Product: [Cl:1][C:2]1[CH:3]=[C:4]([CH:9]2[CH2:13][CH2:12][N:11]([C@H:14]3[CH2:18][CH2:17][N:16]([C:19]4[CH:24]=[C:23]([F:25])[C:22]([S:29]([Cl:28])(=[O:31])=[O:30])=[C:21]([F:26])[CH:20]=4)[C:15]3=[O:27])[CH2:10]2)[CH:5]=[C:6]([Cl:8])[CH:7]=1. The catalyst class is: 26. (2) Reactant: [C:1](Cl)(=[O:4])[CH:2]=[CH2:3].[CH2:6]([C:9]1([NH:22][CH2:23][C:24]2[CH:32]=[CH:31][CH:30]=[C:29]3[C:25]=2[CH:26]=[CH:27][N:28]3[S:33]([C:36]2[CH:42]=[CH:41][C:39]([CH3:40])=[CH:38][CH:37]=2)(=[O:35])=[O:34])[CH2:14][CH2:13][N:12]([C:15]([O:17][C:18]([CH3:21])([CH3:20])[CH3:19])=[O:16])[CH2:11][CH2:10]1)[CH:7]=[CH2:8].C(N(C(C)C)CC)(C)C. Product: [CH2:6]([C:9]1([N:22]([CH2:23][C:24]2[CH:32]=[CH:31][CH:30]=[C:29]3[C:25]=2[CH:26]=[CH:27][N:28]3[S:33]([C:36]2[CH:37]=[CH:38][C:39]([CH3:40])=[CH:41][CH:42]=2)(=[O:34])=[O:35])[C:1](=[O:4])[CH:2]=[CH2:3])[CH2:10][CH2:11][N:12]([C:15]([O:17][C:18]([CH3:21])([CH3:20])[CH3:19])=[O:16])[CH2:13][CH2:14]1)[CH:7]=[CH2:8]. The catalyst class is: 2. (3) Reactant: [Cl:1][C:2]1[N:3]=[CH:4][NH:5][C:6]=1[Cl:7].[OH-].[K+].[Br:10][CH2:11][CH2:12][CH3:13].Cl.ClC[C:17]1[CH:26]=[CH:25][C:24]2[C:19](=[CH:20][CH:21]=CC=2)N=1. Product: [CH2:11]([N:5]1[C:6]2[C:24](=[CH:19][CH:20]=[CH:21][CH:2]=2)[CH:25]=[C:26]([CH3:17])[CH2:4]1)[CH2:12][CH3:13].[Br-:10].[Cl:1][C:2]1[NH:3][CH:4]=[NH+:5][C:6]=1[Cl:7]. The catalyst class is: 10.